This data is from NCI-60 drug combinations with 297,098 pairs across 59 cell lines. The task is: Regression. Given two drug SMILES strings and cell line genomic features, predict the synergy score measuring deviation from expected non-interaction effect. (1) Drug 1: CCCCC(=O)OCC(=O)C1(CC(C2=C(C1)C(=C3C(=C2O)C(=O)C4=C(C3=O)C=CC=C4OC)O)OC5CC(C(C(O5)C)O)NC(=O)C(F)(F)F)O. Drug 2: CC1=C(C(=O)C2=C(C1=O)N3CC4C(C3(C2COC(=O)N)OC)N4)N. Cell line: SF-295. Synergy scores: CSS=16.6, Synergy_ZIP=-2.84, Synergy_Bliss=-3.97, Synergy_Loewe=-21.3, Synergy_HSA=-4.43. (2) Drug 1: COCCOC1=C(C=C2C(=C1)C(=NC=N2)NC3=CC=CC(=C3)C#C)OCCOC.Cl. Drug 2: CC1C(C(CC(O1)OC2CC(CC3=C2C(=C4C(=C3O)C(=O)C5=C(C4=O)C(=CC=C5)OC)O)(C(=O)CO)O)N)O.Cl. Cell line: HS 578T. Synergy scores: CSS=53.2, Synergy_ZIP=-4.26, Synergy_Bliss=-1.76, Synergy_Loewe=2.33, Synergy_HSA=3.28.